Dataset: Reaction yield outcomes from USPTO patents with 853,638 reactions. Task: Predict the reaction yield, written as a fraction of the theoretical maximum amount of product (1.0 means a 100% yield; for example, 0.34 means a 34% yield). (1) The reactants are C(OC([N:8]1[CH2:12][CH2:11][CH2:10][C@H:9]1[CH2:13][O:14][C:15]1[CH:24]=[CH:23][C:18]([C:19]([O:21][CH3:22])=[O:20])=[CH:17][C:16]=1[C:25]([O:27][CH3:28])=[O:26])=O)(C)(C)C.C(O)(C(F)(F)F)=O. The catalyst is C(Cl)Cl. The product is [NH:8]1[CH2:12][CH2:11][CH2:10][C@H:9]1[CH2:13][O:14][C:15]1[CH:24]=[CH:23][C:18]([C:19]([O:21][CH3:22])=[O:20])=[CH:17][C:16]=1[C:25]([O:27][CH3:28])=[O:26]. The yield is 0.530. (2) The reactants are Cl.C([O:4][C:5](=[O:31])[C:6]1[CH:11]=[CH:10][C:9]([CH2:12][C:13]2[O:17][N:16]=[C:15]([CH2:18][O:19][C:20]3[CH:25]=[CH:24][C:23]([C:26](=[O:28])[CH3:27])=[C:22]([OH:29])[C:21]=3[Cl:30])[N:14]=2)=[CH:8][CH:7]=1)C. The catalyst is CCO. The product is [C:26]([C:23]1[CH:24]=[CH:25][C:20]([O:19][CH2:18][C:15]2[N:14]=[C:13]([CH2:12][C:9]3[CH:10]=[CH:11][C:6]([C:5]([OH:31])=[O:4])=[CH:7][CH:8]=3)[O:17][N:16]=2)=[C:21]([Cl:30])[C:22]=1[OH:29])(=[O:28])[CH3:27]. The yield is 0.330. (3) The reactants are [C:1]1([C:36]2[CH:41]=[CH:40][CH:39]=[CH:38][CH:37]=2)[CH:6]=[CH:5][CH:4]=[CH:3][C:2]=1[C:7]1(O)[C:20]2[CH:19]=[C:18]([Br:21])[CH:17]=[CH:16][C:15]=2[C:14]([C:23]2[CH:28]=[CH:27][CH:26]=[CH:25][C:24]=2[C:29]2[CH:34]=[CH:33][CH:32]=[CH:31][CH:30]=2)(O)[C:13]2[C:8]1=[CH:9][CH:10]=[CH:11][CH:12]=2.[I-].[K+].O.[PH2](=O)[O-].[Na+].[PH2](=O)O. The catalyst is C(O)(=O)C. The product is [C:1]1([C:36]2[CH:37]=[CH:38][CH:39]=[CH:40][CH:41]=2)[CH:6]=[CH:5][CH:4]=[CH:3][C:2]=1[C:7]1[C:8]2[C:13]([C:14]([C:23]3[CH:28]=[CH:27][CH:26]=[CH:25][C:24]=3[C:29]3[CH:30]=[CH:31][CH:32]=[CH:33][CH:34]=3)=[C:15]3[C:20]=1[CH:19]=[C:18]([Br:21])[CH:17]=[CH:16]3)=[CH:12][CH:11]=[CH:10][CH:9]=2. The yield is 0.660. (4) The reactants are Br[C:2]1[C:7](=[O:8])[C:6]2[CH:9]=[CH:10][CH:11]=[CH:12][C:5]=2[O:4][C:3]=1[C:13]1[CH:18]=[CH:17][CH:16]=[CH:15][CH:14]=1.[C:19]([O:23][C:24](=[O:45])[NH:25][C:26]1([C:30]2[CH:35]=[CH:34][C:33](B3OC(C)(C)C(C)(C)O3)=[CH:32][CH:31]=2)[CH2:29][CH2:28][CH2:27]1)([CH3:22])([CH3:21])[CH3:20]. The catalyst is C1(C)C=CC=CC=1.C(O)C.C(=O)([O-])[O-].[Na+].[Na+]. The product is [C:19]([O:23][C:24](=[O:45])[NH:25][C:26]1([C:30]2[CH:31]=[CH:32][C:33]([C:2]3[C:7](=[O:8])[C:6]4[CH:9]=[CH:10][CH:11]=[CH:12][C:5]=4[O:4][C:3]=3[C:13]3[CH:18]=[CH:17][CH:16]=[CH:15][CH:14]=3)=[CH:34][CH:35]=2)[CH2:27][CH2:28][CH2:29]1)([CH3:22])([CH3:20])[CH3:21]. The yield is 0.940. (5) The reactants are [NH2:1][C:2]1[N:3]=[C:4]([NH:17][CH:18]2[CH2:23][CH2:22][N:21]([S:24]([CH2:27][CH2:28][CH2:29][C:30]#[N:31])(=[O:26])=[O:25])[CH2:20][CH2:19]2)[S:5][C:6]=1[C:7]([C:9]1[C:14]([F:15])=[CH:13][CH:12]=[CH:11][C:10]=1[F:16])=[O:8].[N-:32]=[N+:33]=[N-:34].[Na+].[Cl-].[NH4+].O. The catalyst is CN(C=O)C. The product is [NH2:1][C:2]1[N:3]=[C:4]([NH:17][CH:18]2[CH2:19][CH2:20][N:21]([S:24]([CH2:27][CH2:28][CH2:29][C:30]3[NH:34][N:33]=[N:32][N:31]=3)(=[O:25])=[O:26])[CH2:22][CH2:23]2)[S:5][C:6]=1[C:7]([C:9]1[C:14]([F:15])=[CH:13][CH:12]=[CH:11][C:10]=1[F:16])=[O:8]. The yield is 0.370.